From a dataset of Retrosynthesis with 50K atom-mapped reactions and 10 reaction types from USPTO. Predict the reactants needed to synthesize the given product. (1) Given the product CCOC(=O)CCCNc1cccc(C(N)Cn2c(=O)c3c(n(Cc4c(F)cccc4C(F)(F)F)c2=O)COC32CCN(Cc3ccc(C(F)(F)F)o3)CC2)c1, predict the reactants needed to synthesize it. The reactants are: CCOC(=O)CCCNc1cccc(C(Cn2c(=O)c3c(n(Cc4c(F)cccc4C(F)(F)F)c2=O)COC32CCN(Cc3ccc(C(F)(F)F)o3)CC2)NC(=O)OC(C)(C)C)c1. (2) Given the product CCOC(=O)c1cc(C#N)c(N2CCN(C(=O)NCCc3ccccc3)CC2)nc1C(F)(F)F, predict the reactants needed to synthesize it. The reactants are: CCOC(=O)c1cc(C#N)c(N2CCNCC2)nc1C(F)(F)F.O=C=NCCc1ccccc1.